Dataset: Drug-target binding data from BindingDB using IC50 measurements. Task: Regression. Given a target protein amino acid sequence and a drug SMILES string, predict the binding affinity score between them. We predict pIC50 (pIC50 = -log10(IC50 in M); higher means more potent). Dataset: bindingdb_ic50. (1) The pIC50 is 8.3. The target protein (P00374) has sequence MVGSLNCIVAVSQNMGIGKNGDLPWPPLRNEFRYFQRMTTTSSVEGKQNLVIMGKKTWFSIPEKNRPLKGRINLVLSRELKEPPQGAHFLSRSLDDALKLTEQPELANKVDMVWIVGGSSVYKEAMNHPGHLKLFVTRIMQDFESDTFFPEIDLEKYKLLPEYPGVLSDVQEEKGIKYKFEVYEKND. The drug is Nc1nc(N)c2cc(CNc3ccc(C(=O)NC(CCC(=O)O)C(=O)O)cc3)ccc2n1. (2) The drug is CCCCCCNC(=O)C(=O)O. The target protein sequence is MSSVKEQLIENLIEEDEVSQSKITIVGTGAVGMACAICILLKDLADELALVDVVTDKLKGETMDLQHGSLFFNTPKIVSGKDYTVSANSKLVIITAGARQQEGESRLNLVQRNVDIMKSVIPAIVQNSPDCKMLIVSNPVDILTYVVWKLSGLPATRVIGSGCNLDSARFRYLIGQKLGVHPSSCHGWIIGEHGDSSVPLWSGVNVAGVALKSLDPKLGSDSDKDSWKNIHKEVVGSAYEIIKLKGYTSWGIGLSVTDLVKSILKNLRRVHPVSTMVKGSYGIKEEIFLSIPCVLGRNGVSDVVKVNLNSEEEALLKKSASTLWNVQKDLKF. The pIC50 is 3.9. (3) The drug is CC1CNC(=O)c2[nH]c3ccc(C(=O)Nc4ncccn4)cc3c21. The target protein sequence is QQFPQFHVKSGLQIKKNAIIDDYKVTSQVLGLGINGKVLQIFNKRTQEKFALKMLQDCPKARREVELHWRASQCPHIVRIVDVYENLYAGRKCLLIVMECLDGGELFSRIQDRGDQAFTEREASEIMKSIGEAIQYLHSINIAHRDVKPENLLYTSKRPNAILKLTDFGFAKETTSHNSLTTPCYTPYYVAPEVLGPEKYDKSCDMWSLGVIMYILLCGYPPFYSNHGLAISPGMKTRIRMGQYEFPNPEWSEVSEEVKMLIRNLLKTEPTQRMTITEFMNHPWIMQSTKVPQTPLHTSRVLKEDKERWEDVKEEMTSALATMR. The pIC50 is 4.7. (4) The target protein sequence is MEPGPDGPAAPGPAAIREGWFRETCSLWPGQALSLQVEQLLHHRRSRYQDILVFRSKTYGNVLVLDGVIQCTERDEFSYQEMIANLPLCSHPNPRKVLIIGGGDGGVLREVVKHPSVESVVQCEIDEDVIEVSKKFLPGMAVGYSSSKLTLHVGDGFEFMKQNQDAFDVIITDSSDPMGPAESLFKESYYQLMKTALKEDGILCCQGECQWLHLDLIKEMRHFCKSLFPVVSYAYCTIPTYPSGQIGFMLCSKNPSTNFREPVQQLTQAQVEQMQLKYYNSDMHRAAFVLPEFTRKALNDIS. The pIC50 is 7.3. The small molecule is NCCCNCCCCCC(CCN)SC[C@H]1O[C@@H](n2cnc3c(N)ncnc32)[C@H](O)[C@@H]1O. (5) The small molecule is COc1cccc(NC(=S)NCC(=O)N[C@@H](Cc2ccccc2)C(=O)NCC(=O)N[C@H](C(=O)N2CCC[C@H]2C(=O)N2CCN(c3nsc4ccccc34)CC2)C(C)C)c1. The target protein (P07374) has sequence MKLSPREVEKLGLHNAGYLAQKRLARGVRLNYTEAVALIASQIMEYARDGEKTVAQLMCLGQHLLGRRQVLPAVPHLLNAVQVEATFPDGTKLVTVHDPISRENGELQEALFGSLLPVPSLDKFAETKEDNRIPGEILCEDECLTLNIGRKAVILKVTSKGDRPIQVGSHYHFIEVNPYLTFDRRKAYGMRLNIAAGTAVRFEPGDCKSVTLVSIEGNKVIRGGNAIADGPVNETNLEAAMHAVRSKGFGHEEEKDASEGFTKEDPNCPFNTFIHRKEYANKYGPTTGDKIRLGDTNLLAEIEKDYALYGDECVFGGGKVIRDGMGQSCGHPPAISLDTVITNAVIIDYTGIIKADIGIKDGLIASIGKAGNPDIMNGVFSNMIIGANTEVIAGEGLIVTAGAIDCHVHYICPQLVYEAISSGITTLVGGGTGPAAGTRATTCTPSPTQMRLMLQSTDDLPLNFGFTGKGSSSKPDELHEIIKAGAMGLKLHEDWGSTPA.... The pIC50 is 4.7. (6) The small molecule is O=C1C(=O)N(Cc2ccc(OCCOCCOCCF)cc2)c2ccc(S(=O)(=O)N3CC[C@H]3COc3ccccc3)cc21. The target protein (P55212) has sequence MSSASGLRRGHPAGGEENMTETDAFYKREMFDPAEKYKMDHRRRGIALIFNHERFFWHLTLPERRGTCADRDNLTRRFSDLGFEVKCFNDLKAEELLLKIHEVSTVSHADADCFVCVFLSHGEGNHIYAYDAKIEIQTLTGLFKGDKCHSLVGKPKIFIIQACRGNQHDVPVIPLDVVDNQTEKLDTNITEVDAASVYTLPAGADFLMCYSVAEGYYSHRETVNGSWYIQDLCEMLGKYGSSLEFTELLTLVNRKVSQRRVDFCKDPSAIGKKQVPCFASMLTKKLHFFPKSN. The pIC50 is 5.5. (7) The drug is CC(/C=C1\SC(=S)N(CC(=O)O)C1=O)=C\c1ccccc1. The target protein sequence is MAASCVLLHTGQKMPLIGLGTWKSEPGQVKAAIKYALTVGYRHIDCAAIYGNELEIGEALTETVGPGKAVPREELFVTSKLWNTKHHPEDVEPALRKTLADLQLEYLDLYLMHWPYAFERGDNPFPKNADGTIRYDATHYKDTWKALEALVAKGLVRALGLSNFSSRQIDDVLSVASVRPAVLQVECHPYLAQNELIAHCQARGLEVTAYSPLGSSDRAWRDPNEPVLLEEPVVQALAEKYNRSPAQILLRWQVQRKVICIPKSVTPSRIPQNIQVFDFTFSPEEMKQLDALNKNLRFIVPMLTVDGKRVPRDAGHPLYPFNDPY. The pIC50 is 5.8.